Task: Predict the reaction yield, written as a fraction of the theoretical maximum amount of product (1.0 means a 100% yield; for example, 0.34 means a 34% yield).. Dataset: Reaction yield outcomes from USPTO patents with 853,638 reactions (1) The reactants are I[CH2:2][C@@H:3]([CH3:17])[CH2:4][N:5]1[C:10]2[CH:11]=[C:12]([CH3:15])[CH:13]=[CH:14][C:9]=2[O:8][CH2:7][C:6]1=[O:16].[CH2:18]([O:21][CH:22]1[CH2:27][CH2:26][NH:25][CH2:24][CH2:23]1)[CH2:19][CH3:20].CCN(CC)CC. The catalyst is C(Cl)Cl.CC(C)=O.CO. The product is [CH3:15][C:12]1[CH:13]=[CH:14][C:9]2[O:8][CH2:7][C:6](=[O:16])[N:5]([CH2:4][C@H:3]([CH3:17])[CH2:2][N:25]3[CH2:26][CH2:27][CH:22]([O:21][CH2:18][CH2:19][CH3:20])[CH2:23][CH2:24]3)[C:10]=2[CH:11]=1. The yield is 0.830. (2) The reactants are [I-].[CH2:2]([C:4]1([O:9][C:10](=[O:36])[CH2:11][O:12][C:13]([C:15]2[CH:16]=[CH:17][C:18]([O:34][CH3:35])=[C:19]([S+:21]3[C:25]4[CH:26]=[CH:27][CH:28]=[CH:29][C:24]=4[C:23]4[CH:30]=[CH:31][CH:32]=[CH:33][C:22]3=4)[CH:20]=2)=[O:14])[CH2:8][CH2:7][CH2:6][CH2:5]1)[CH3:3].[F:37][C:38]([F:50])([S:46]([O-:49])(=[O:48])=[O:47])[CH2:39][O:40][C:41](=[O:45])[C:42]([CH3:44])=[CH2:43].C([NH+](CC)CC)C.O. The catalyst is ClCCl. The product is [F:50][C:38]([F:37])([S:46]([O-:49])(=[O:48])=[O:47])[CH2:39][O:40][C:41](=[O:45])[C:42]([CH3:44])=[CH2:43].[CH2:2]([C:4]1([O:9][C:10](=[O:36])[CH2:11][O:12][C:13]([C:15]2[CH:16]=[CH:17][C:18]([O:34][CH3:35])=[C:19]([S+:21]3[C:22]4[CH:33]=[CH:32][CH:31]=[CH:30][C:23]=4[C:24]4[CH:29]=[CH:28][CH:27]=[CH:26][C:25]3=4)[CH:20]=2)=[O:14])[CH2:5][CH2:6][CH2:7][CH2:8]1)[CH3:3]. The yield is 0.860. (3) The reactants are C(O)(=O)C.[Cl:5][C:6]1[CH:11]=[C:10]([N+:12]([O-])=O)[CH:9]=[CH:8][C:7]=1[O:15][C:16]1[CH:21]=[CH:20][CH:19]=[C:18]([Cl:22])[CH:17]=1. The catalyst is O.CCO.[Fe]. The product is [Cl:5][C:6]1[CH:11]=[C:10]([CH:9]=[CH:8][C:7]=1[O:15][C:16]1[CH:21]=[CH:20][CH:19]=[C:18]([Cl:22])[CH:17]=1)[NH2:12]. The yield is 1.00.